From a dataset of TCR-epitope binding with 47,182 pairs between 192 epitopes and 23,139 TCRs. Binary Classification. Given a T-cell receptor sequence (or CDR3 region) and an epitope sequence, predict whether binding occurs between them. (1) The epitope is GPGHKARVL. The TCR CDR3 sequence is CASSPTGNMGNTIYF. Result: 0 (the TCR does not bind to the epitope). (2) The epitope is KRWIILGLNK. The TCR CDR3 sequence is CASSGMRGTEAFF. Result: 1 (the TCR binds to the epitope). (3) The epitope is TEKSNIIRGW. The TCR CDR3 sequence is CAWSVFSGAYEQYF. Result: 0 (the TCR does not bind to the epitope). (4) The epitope is EPLPQGQLTAY. The TCR CDR3 sequence is CASSLASTPNEKLFF. Result: 0 (the TCR does not bind to the epitope). (5) The epitope is FTYASALWEI. The TCR CDR3 sequence is CASSRGPSRGSGANVLTF. Result: 1 (the TCR binds to the epitope). (6) The epitope is LLWNGPMAV. The TCR CDR3 sequence is RASSLERHSSYEQYF. Result: 0 (the TCR does not bind to the epitope). (7) The epitope is LPPIVAKEI. The TCR CDR3 sequence is CASTEPLCAGRYEQYF. Result: 0 (the TCR does not bind to the epitope).